Dataset: Full USPTO retrosynthesis dataset with 1.9M reactions from patents (1976-2016). Task: Predict the reactants needed to synthesize the given product. (1) Given the product [ClH:12].[NH2:26][C:25]1[N:24]([C:21]2[CH:22]=[CH:23][C:18]([C:14]([CH3:17])([CH3:16])[CH3:15])=[CH:19][CH:20]=2)[CH:1]([CH2:2][CH2:3][CH2:4][CH2:5][CH2:6][CH2:7][CH2:8][CH2:9][CH3:10])[N:29]=[C:28]([NH2:30])[N:27]=1, predict the reactants needed to synthesize it. The reactants are: [CH:1](=O)[CH2:2][CH2:3][CH2:4][CH2:5][CH2:6][CH2:7][CH2:8][CH2:9][CH3:10].[ClH:12].Cl.[C:14]([C:18]1[CH:23]=[CH:22][C:21]([NH:24][C:25]([NH:27][C:28]([NH2:30])=[NH:29])=[NH:26])=[CH:20][CH:19]=1)([CH3:17])([CH3:16])[CH3:15]. (2) Given the product [Br:12][C:13]1[S:17][C:16]([S:18]([NH:1][C:2]2[CH:10]=[CH:9][C:5]([C:6]([OH:8])=[O:7])=[C:4]([OH:11])[CH:3]=2)(=[O:20])=[O:19])=[CH:15][CH:14]=1, predict the reactants needed to synthesize it. The reactants are: [NH2:1][C:2]1[CH:3]=[C:4]([OH:11])[C:5](=[CH:9][CH:10]=1)[C:6]([OH:8])=[O:7].[Br:12][C:13]1[S:17][C:16]([S:18](Cl)(=[O:20])=[O:19])=[CH:15][CH:14]=1.CCOC(C)=O. (3) The reactants are: C(OC(=O)[NH:7][CH2:8][C:9]1[CH:14]=[C:13]([C:15]2[N:16]=[N:17][NH:18][N:19]=2)[CH:12]=[C:11]([Cl:20])[C:10]=1[F:21])(C)(C)C.Cl. Given the product [ClH:20].[Cl:20][C:11]1[C:10]([F:21])=[C:9]([CH:14]=[C:13]([C:15]2[N:16]=[N:17][NH:18][N:19]=2)[CH:12]=1)[CH2:8][NH2:7], predict the reactants needed to synthesize it. (4) Given the product [O:25]=[C:23]1[C:22]2[C:21](=[CH:29][CH:28]=[CH:27][CH:26]=2)[C:20](=[O:30])[N:24]1[CH:2]([CH2:15][O:16][CH:17]([CH3:19])[CH3:18])[CH2:3][NH:4][C:5](=[O:14])[O:6][CH2:7][C:8]1[CH:13]=[CH:12][CH:11]=[CH:10][CH:9]=1, predict the reactants needed to synthesize it. The reactants are: O[CH:2]([CH2:15][O:16][CH:17]([CH3:19])[CH3:18])[CH2:3][NH:4][C:5](=[O:14])[O:6][CH2:7][C:8]1[CH:13]=[CH:12][CH:11]=[CH:10][CH:9]=1.[C:20]1(=[O:30])[NH:24][C:23](=[O:25])[C:22]2=[CH:26][CH:27]=[CH:28][CH:29]=[C:21]12.C1(P(C2C=CC=CC=2)C2C=CC=CC=2)C=CC=CC=1.N(C(OC(C)C)=O)=NC(OC(C)C)=O. (5) Given the product [NH2:13][C@@H:3]([CH2:4][C:5]1[CH:10]=[CH:9][N:8]=[C:7]([O:11][CH3:12])[CH:6]=1)[CH2:2][OH:1], predict the reactants needed to synthesize it. The reactants are: [OH:1][CH2:2][C@@H:3]([NH:13]C(=O)OC(C)(C)C)[CH2:4][C:5]1[CH:10]=[CH:9][N:8]=[C:7]([O:11][CH3:12])[CH:6]=1.CO.Cl.